This data is from NCI-60 drug combinations with 297,098 pairs across 59 cell lines. The task is: Regression. Given two drug SMILES strings and cell line genomic features, predict the synergy score measuring deviation from expected non-interaction effect. Drug 1: C1C(C(OC1N2C=C(C(=O)NC2=O)F)CO)O. Drug 2: B(C(CC(C)C)NC(=O)C(CC1=CC=CC=C1)NC(=O)C2=NC=CN=C2)(O)O. Cell line: HOP-92. Synergy scores: CSS=38.2, Synergy_ZIP=-1.91, Synergy_Bliss=0.654, Synergy_Loewe=-3.42, Synergy_HSA=-0.496.